This data is from Reaction yield outcomes from USPTO patents with 853,638 reactions. The task is: Predict the reaction yield, written as a fraction of the theoretical maximum amount of product (1.0 means a 100% yield; for example, 0.34 means a 34% yield). The reactants are Cl[C:2]1[NH:3][C:4]([C:12]2[C:17]([F:18])=[CH:16][CH:15]=[CH:14][C:13]=2[F:19])=[CH:5][C:6]=1[C:7]([O:9][CH2:10][CH3:11])=[O:8]. The catalyst is C(O)C.[C].[Pd]. The product is [F:19][C:13]1[CH:14]=[CH:15][CH:16]=[C:17]([F:18])[C:12]=1[C:4]1[NH:3][CH:2]=[C:6]([C:7]([O:9][CH2:10][CH3:11])=[O:8])[CH:5]=1. The yield is 0.240.